From a dataset of Catalyst prediction with 721,799 reactions and 888 catalyst types from USPTO. Predict which catalyst facilitates the given reaction. (1) Reactant: [OH:1][C@@H:2]([C:23]1[CH:28]=[CH:27][CH:26]=[CH:25][CH:24]=1)[CH2:3][CH2:4][N:5]1[CH2:10][CH2:9][CH:8]([C:11]2[CH:12]=[C:13]([NH:17][C:18](=[O:22])[CH:19]([CH3:21])[CH3:20])[CH:14]=[CH:15][CH:16]=2)[CH2:7][CH2:6]1.[C:29]1(O)[C:38]2[C:33](=[CH:34][CH:35]=[CH:36][CH:37]=2)[CH:32]=[CH:31][CH:30]=1.C1(P(C2C=CC=CC=2)C2C=CC=CC=2)C=CC=CC=1.N(C(OCC)=O)=NC(OCC)=O.N. Product: [CH3:20][CH:19]([CH3:21])[C:18]([NH:17][C:13]1[CH:14]=[CH:15][CH:16]=[C:11]([CH:8]2[CH2:9][CH2:10][N:5]([CH2:4][CH2:3][C@H:2]([O:1][C:37]3[C:38]4[C:33](=[CH:32][CH:31]=[CH:30][CH:29]=4)[CH:34]=[CH:35][CH:36]=3)[C:23]3[CH:24]=[CH:25][CH:26]=[CH:27][CH:28]=3)[CH2:6][CH2:7]2)[CH:12]=1)=[O:22]. The catalyst class is: 396. (2) Reactant: [Cl:1][C:2]1[CH:3]=[N:4][C:5]([N:24]2[CH2:28][CH2:27][CH2:26][CH:25]2[C:29]2[CH:34]=[CH:33][CH:32]=[CH:31][CH:30]=2)=[C:6]([CH:23]=1)[C:7]([NH:9][C:10]1([C:13]2[CH:22]=[CH:21][C:16]([C:17]([O:19]C)=[O:18])=[CH:15][CH:14]=2)[CH2:12][CH2:11]1)=[O:8].[OH-].[Na+].Cl. Product: [Cl:1][C:2]1[CH:3]=[N:4][C:5]([N:24]2[CH2:28][CH2:27][CH2:26][CH:25]2[C:29]2[CH:30]=[CH:31][CH:32]=[CH:33][CH:34]=2)=[C:6]([CH:23]=1)[C:7]([NH:9][C:10]1([C:13]2[CH:14]=[CH:15][C:16]([C:17]([OH:19])=[O:18])=[CH:21][CH:22]=2)[CH2:12][CH2:11]1)=[O:8]. The catalyst class is: 111. (3) Reactant: Cl.[Cl:2][C:3]1[CH:11]=[C:10]2[C:6]([CH2:7][CH2:8][C@H:9]2[NH2:12])=[C:5]([F:13])[CH:4]=1.[CH:14](=O)[C:15]1[CH:20]=[CH:19][CH:18]=[CH:17][CH:16]=1.[C:22]([N:25]1[CH2:30][CH2:29][N:28]2[C:31]([C:34]([OH:36])=O)=[CH:32][N:33]=[C:27]2[CH2:26]1)(=[O:24])[CH3:23].C1(C2CCC([N+:49]#[C-:50])=CC2)C=CC=CC=1.C[OH:52]. Product: [C:22]([N:25]1[CH2:30][CH2:29][N:28]2[C:31]([C:34]([N:12]([C@@H:14]([C:50](=[O:52])[NH2:49])[C:15]3[CH:20]=[CH:19][CH:18]=[CH:17][CH:16]=3)[C@H:9]3[C:10]4[C:6](=[C:5]([F:13])[CH:4]=[C:3]([Cl:2])[CH:11]=4)[CH2:7][CH2:8]3)=[O:36])=[CH:32][N:33]=[C:27]2[CH2:26]1)(=[O:24])[CH3:23]. The catalyst class is: 66. (4) Reactant: [F:1][C:2]1([F:27])[CH2:5][CH:4]([NH:6][C:7]2[N:12]=[C:11]([NH:13][C:14]3[CH:19]=[CH:18][N:17]=[C:16]([C:20]([F:23])([F:22])[F:21])[CH:15]=3)[N:10]=[C:9]([C:24](=[S:26])[NH2:25])[N:8]=2)[CH2:3]1.Br[CH2:29][C:30](=[O:35])[C:31]([F:34])([F:33])[F:32]. Product: [F:27][C:2]1([F:1])[CH2:5][CH:4]([NH:6][C:7]2[N:12]=[C:11]([NH:13][C:14]3[CH:19]=[CH:18][N:17]=[C:16]([C:20]([F:21])([F:22])[F:23])[CH:15]=3)[N:10]=[C:9]([C:24]3[S:26][CH2:29][C:30]([C:31]([F:34])([F:33])[F:32])([OH:35])[N:25]=3)[N:8]=2)[CH2:3]1. The catalyst class is: 23. (5) Reactant: Cl.Cl.[F:3][C:4]([F:16])([F:15])[CH2:5][O:6][C:7]1[CH:12]=[CH:11][N:10]=[C:9]([CH2:13][NH2:14])[CH:8]=1.[C:17]([NH:20][C:21]1[CH:22]=[C:23]([CH:27]=[CH:28][N:29]=1)[C:24](O)=[O:25])(=[O:19])[CH3:18].C(N(CC)C(C)C)(C)C.CN(C(ON1N=NC2C=CC=CC1=2)=[N+](C)C)C.F[P-](F)(F)(F)(F)F. Product: [C:17]([NH:20][C:21]1[CH:22]=[C:23]([CH:27]=[CH:28][N:29]=1)[C:24]([NH:14][CH2:13][C:9]1[CH:8]=[C:7]([O:6][CH2:5][C:4]([F:3])([F:15])[F:16])[CH:12]=[CH:11][N:10]=1)=[O:25])(=[O:19])[CH3:18]. The catalyst class is: 35. (6) Reactant: Cl.C[O:3][C:4]1[CH:5]=[C:6]2[C:11](=[CH:12][CH:13]=1)[CH:10]=[C:9]([C:14](=[O:16])[CH3:15])[CH:8]=[CH:7]2. Product: [OH:3][C:4]1[CH:5]=[C:6]2[C:11](=[CH:12][CH:13]=1)[CH:10]=[C:9]([C:14](=[O:16])[CH3:15])[CH:8]=[CH:7]2. The catalyst class is: 4. (7) Reactant: [C:1]1([CH:7]2[CH2:12][CH2:11][C:10](=O)[CH2:9][CH2:8]2)[CH:6]=[CH:5][CH:4]=[CH:3][CH:2]=1.[NH2:14][OH:15].O. Product: [C:1]1([CH:7]2[CH2:12][CH2:11][C:10](=[N:14][OH:15])[CH2:9][CH2:8]2)[CH:6]=[CH:5][CH:4]=[CH:3][CH:2]=1. The catalyst class is: 8. (8) Reactant: Br[C:2]1[C:3](=[O:16])[C:4]([CH3:15])([CH3:14])[O:5][C:6]=1[C:7]1[CH:12]=[CH:11][C:10]([Cl:13])=[CH:9][CH:8]=1.CC1(C)C(C)(C)OB([C:25]2[CH:42]=[CH:41][C:28]([O:29][CH2:30][C:31]3[CH:40]=[CH:39][C:38]4[C:33](=[CH:34][CH:35]=[CH:36][CH:37]=4)[N:32]=3)=[CH:27][CH:26]=2)O1.C([O-])([O-])=O.[Cs+].[Cs+]. Product: [Cl:13][C:10]1[CH:11]=[CH:12][C:7]([C:6]2[O:5][C:4]([CH3:15])([CH3:14])[C:3](=[O:16])[C:2]=2[C:25]2[CH:26]=[CH:27][C:28]([O:29][CH2:30][C:31]3[CH:40]=[CH:39][C:38]4[C:33](=[CH:34][CH:35]=[CH:36][CH:37]=4)[N:32]=3)=[CH:41][CH:42]=2)=[CH:8][CH:9]=1. The catalyst class is: 93. (9) Reactant: C([Li])CCC.[CH3:6][N:7]1[CH:11]=[CH:10][N:9]=[CH:8]1.[N:12]([C:21]([O:23][C:24]([CH3:27])([CH3:26])[CH3:25])=[O:22])=[N:13][C:14]([O:16][C:17]([CH3:20])([CH3:19])[CH3:18])=[O:15].O. Product: [CH3:6][N:7]1[CH:11]=[CH:10][N:9]=[C:8]1[N:12]([C:21]([O:23][C:24]([CH3:27])([CH3:26])[CH3:25])=[O:22])[NH:13][C:14]([O:16][C:17]([CH3:18])([CH3:19])[CH3:20])=[O:15]. The catalyst class is: 1.